Dataset: Forward reaction prediction with 1.9M reactions from USPTO patents (1976-2016). Task: Predict the product of the given reaction. (1) Given the reactants N1C2C(=CC=CC=2O)C=CC=1.BrCC[N:15]1[C:19](=[O:20])[C:18]2=[CH:21][CH:22]=[CH:23][CH:24]=[C:17]2[C:16]1=[O:25], predict the reaction product. The product is: [C:19]1(=[O:20])[NH:15][C:16](=[O:25])[C:17]2=[CH:24][CH:23]=[CH:22][CH:21]=[C:18]12. (2) Given the reactants [NH2:1][CH2:2][CH2:3][CH2:4][C:5]([CH3:9])([CH3:8])[CH2:6][OH:7].[C:10](=[S:12])=S, predict the reaction product. The product is: [OH:7][CH2:6][C:5]([CH3:9])([CH3:8])[CH2:4][CH2:3][CH2:2][NH:1][C:10]([NH:1][CH2:2][CH2:3][CH2:4][C:5]([CH3:9])([CH3:8])[CH2:6][OH:7])=[S:12]. (3) Given the reactants [F:1][C:2]1[CH:3]=[C:4]([CH:8]2[CH2:12][CH2:11][CH2:10][N:9]2[C:13]2[CH:18]=[CH:17][N:16]3[N:19]=[CH:20][C:21]([C:22]([NH:24][NH:25][C:26](=O)[CH2:27][CH3:28])=O)=[C:15]3[N:14]=2)[CH:5]=[N:6][CH:7]=1.P12(SP3(SP(SP(S3)(S1)=S)(=S)S2)=S)=[S:31].C([O-])([O-])=O.[Na+].[Na+], predict the reaction product. The product is: [CH2:27]([C:26]1[S:31][C:22]([C:21]2[CH:20]=[N:19][N:16]3[CH:17]=[CH:18][C:13]([N:9]4[CH2:10][CH2:11][CH2:12][CH:8]4[C:4]4[CH:5]=[N:6][CH:7]=[C:2]([F:1])[CH:3]=4)=[N:14][C:15]=23)=[N:24][N:25]=1)[CH3:28]. (4) Given the reactants [Br:1][C:2]1[CH:7]=[CH:6][C:5]([C:8]2([C:13]([OH:15])=[O:14])[CH2:12][CH2:11][CH2:10][CH2:9]2)=[CH:4][CH:3]=1.C(O)(=O)C.C(O)(=O)C.IC1C=CC=CC=1.C(N[C@H](C(O)=O)C(C)C)(OC(C)(C)C)=O.C([O-])(=O)C.[K+], predict the reaction product. The product is: [Br:1][C:2]1[CH:3]=[CH:4][C:5]2[C:8]3([C:13](=[O:15])[O:14][C:6]=2[CH:7]=1)[CH2:12][CH2:11][CH2:10][CH2:9]3. (5) Given the reactants [CH2:1]([N:5]1[CH2:10][CH2:9][C:8](=[C:11]([C:25]2[CH:30]=[CH:29][CH:28]=[CH:27][C:26]=2[NH:31][CH2:32][CH3:33])[C:12]2[CH:24]=[CH:23][C:15]([C:16]([N:18]([CH2:21][CH3:22])[CH2:19][CH3:20])=[O:17])=[CH:14][CH:13]=2)[CH2:7][CH2:6]1)[CH2:2][CH2:3][CH3:4].[NH2:34][C:35]1C=CC=C[C:36]=1C(=C1CCN(CC2C=CC=CN=2)CC1)C1C=CC(C(N(CC)CC)=O)=CC=1.[BH-](OC(C)=O)(OC(C)=O)OC(C)=O.[Na+], predict the reaction product. The product is: [CH2:21]([N:18]([CH2:19][CH3:20])[C:16](=[O:17])[C:15]1[CH:23]=[CH:24][C:12]([C:11]([C:25]2[CH:30]=[CH:29][CH:28]=[CH:27][C:26]=2[NH:31][CH2:32][CH3:33])=[C:8]2[CH2:9][CH2:10][N:5]([CH2:1][C:2]3[CH:3]=[CH:4][CH:36]=[CH:35][N:34]=3)[CH2:6][CH2:7]2)=[CH:13][CH:14]=1)[CH3:22].